Dataset: Forward reaction prediction with 1.9M reactions from USPTO patents (1976-2016). Task: Predict the product of the given reaction. Given the reactants [CH3:1][O:2][C:3](=[O:33])[CH2:4][NH:5][C:6]1[CH:11]=[CH:10][C:9]([N:12]2[CH:16]=[C:15]([C:17]3[CH:22]=[CH:21][C:20]([Cl:23])=[CH:19][C:18]=3[Cl:24])[N:14]=[C:13]2[CH2:25][C:26]2[CH:31]=[CH:30][C:29](Br)=[CH:28][CH:27]=2)=[CH:8][CH:7]=1.[CH:34]1([CH:40]=[CH:41]B(O)O)[CH2:39][CH2:38][CH2:37][CH2:36][CH2:35]1, predict the reaction product. The product is: [CH3:1][O:2][C:3](=[O:33])[CH2:4][NH:5][C:6]1[CH:11]=[CH:10][C:9]([N:12]2[CH:16]=[C:15]([C:17]3[CH:22]=[CH:21][C:20]([Cl:23])=[CH:19][C:18]=3[Cl:24])[N:14]=[C:13]2[CH2:25][C:26]2[CH:31]=[CH:30][C:29]([CH:41]=[CH:40][CH:34]3[CH2:39][CH2:38][CH2:37][CH2:36][CH2:35]3)=[CH:28][CH:27]=2)=[CH:8][CH:7]=1.